From a dataset of Forward reaction prediction with 1.9M reactions from USPTO patents (1976-2016). Predict the product of the given reaction. Given the reactants Br[C:2]1[CH:7]=[C:6]([CH3:8])[CH:5]=[CH:4][C:3]=1[O:9][CH3:10].[Cl:11][C:12]1[CH:13]=[C:14]2[C:20](=[O:21])[C:19](=[O:22])[NH:18][C:15]2=[N:16][CH:17]=1, predict the reaction product. The product is: [Cl:11][C:12]1[CH:13]=[C:14]2[C:20]([OH:21])([C:2]3[CH:7]=[C:6]([CH3:8])[CH:5]=[CH:4][C:3]=3[O:9][CH3:10])[C:19](=[O:22])[NH:18][C:15]2=[N:16][CH:17]=1.